From a dataset of Reaction yield outcomes from USPTO patents with 853,638 reactions. Predict the reaction yield, written as a fraction of the theoretical maximum amount of product (1.0 means a 100% yield; for example, 0.34 means a 34% yield). (1) The reactants are Br[C:2]1[C:10]2[C:5](=[CH:6][CH:7]=[CH:8][CH:9]=2)[N:4]([S:11]([C:14]2[CH:19]=[CH:18][CH:17]=[CH:16][CH:15]=2)(=[O:13])=[O:12])[CH:3]=1.[CH:20]([C:23]1[CH:28]=[CH:27][CH:26]=[CH:25][C:24]=1B(O)O)([CH3:22])[CH3:21].C(=O)([O-])[O-].[Na+].[Na+]. The catalyst is C1C=CC([P]([Pd]([P](C2C=CC=CC=2)(C2C=CC=CC=2)C2C=CC=CC=2)([P](C2C=CC=CC=2)(C2C=CC=CC=2)C2C=CC=CC=2)[P](C2C=CC=CC=2)(C2C=CC=CC=2)C2C=CC=CC=2)(C2C=CC=CC=2)C2C=CC=CC=2)=CC=1.C1(C)C=CC=CC=1.C(O)C.O. The product is [CH:20]([C:23]1[CH:28]=[CH:27][CH:26]=[CH:25][C:24]=1[C:2]1[C:10]2[C:5](=[CH:6][CH:7]=[CH:8][CH:9]=2)[N:4]([S:11]([C:14]2[CH:19]=[CH:18][CH:17]=[CH:16][CH:15]=2)(=[O:13])=[O:12])[CH:3]=1)([CH3:22])[CH3:21]. The yield is 0.820. (2) The reactants are [F:1][C:2]1[CH:3]=[C:4]([CH:6]=[CH:7][C:8]=1[O:9][C:10]1[CH:15]=[CH:14][N:13]=[C:12]2[CH:16]=[C:17]([C:19]3[CH2:20][CH2:21][N:22]([CH3:25])[CH2:23][CH:24]=3)[S:18][C:11]=12)[NH2:5].[CH3:26][O:27][C:28]1[CH:33]=[CH:32][CH:31]=[CH:30][C:29]=1[NH:34][C:35](=[O:40])[CH2:36][C:37](O)=[O:38].C(Cl)CCl.C1C=CC2N(O)N=NC=2C=1. The yield is 0.510. The product is [F:1][C:2]1[CH:3]=[C:4]([NH:5][C:37](=[O:38])[CH2:36][C:35]([NH:34][C:29]2[CH:30]=[CH:31][CH:32]=[CH:33][C:28]=2[O:27][CH3:26])=[O:40])[CH:6]=[CH:7][C:8]=1[O:9][C:10]1[CH:15]=[CH:14][N:13]=[C:12]2[CH:16]=[C:17]([C:19]3[CH2:20][CH2:21][N:22]([CH3:25])[CH2:23][CH:24]=3)[S:18][C:11]=12. The catalyst is CN(C=O)C.CCOC(C)=O. (3) The reactants are CS(C)=O.[CH3:5][C:6]1[CH:7]=[C:8]([OH:20])[C:9]([C:13]2[S:14][C:15]([CH3:19])=[C:16]([CH3:18])[N:17]=2)=[N:10][C:11]=1[CH3:12].Cl[C:22]1[C:31]2[C:26](=[CH:27][C:28]([O:34][CH3:35])=[C:29]([O:32][CH3:33])[CH:30]=2)[N:25]=[CH:24][CH:23]=1.C(=O)([O-])[O-].[Cs+].[Cs+]. The catalyst is CN(C1C=CN=CC=1)C.O. The product is [CH3:18][C:16]1[N:17]=[C:13]([C:9]2[C:8]([O:20][C:22]3[C:31]4[C:26](=[CH:27][C:28]([O:34][CH3:35])=[C:29]([O:32][CH3:33])[CH:30]=4)[N:25]=[CH:24][CH:23]=3)=[CH:7][C:6]([CH3:5])=[C:11]([CH3:12])[N:10]=2)[S:14][C:15]=1[CH3:19]. The yield is 0.0900. (4) The reactants are Br[C:2]1[CH:3]=[C:4]([NH:8][C:9](=[O:25])[C@@H:10]([NH:18][CH2:19][C:20]2[N:21]=[CH:22][S:23][CH:24]=2)[CH2:11][C:12]2[CH:17]=[CH:16][CH:15]=[CH:14][CH:13]=2)[CH:5]=[CH:6][CH:7]=1.[CH3:26][C:27]1[CH:32]=[C:31](B(O)O)[CH:30]=[CH:29][N:28]=1.CN(C=O)C.C([O-])([O-])=O.[K+].[K+]. The catalyst is CO.C1C=CC([P]([Pd]([P](C2C=CC=CC=2)(C2C=CC=CC=2)C2C=CC=CC=2)([P](C2C=CC=CC=2)(C2C=CC=CC=2)C2C=CC=CC=2)[P](C2C=CC=CC=2)(C2C=CC=CC=2)C2C=CC=CC=2)(C2C=CC=CC=2)C2C=CC=CC=2)=CC=1. The product is [CH3:26][C:27]1[CH:32]=[C:31]([C:2]2[CH:3]=[C:4]([NH:8][C:9](=[O:25])[C@@H:10]([NH:18][CH2:19][C:20]3[N:21]=[CH:22][S:23][CH:24]=3)[CH2:11][C:12]3[CH:17]=[CH:16][CH:15]=[CH:14][CH:13]=3)[CH:5]=[CH:6][CH:7]=2)[CH:30]=[CH:29][N:28]=1. The yield is 0.530. (5) The reactants are Cl[C:2]1[N:7]=[C:6]([C:8]([F:11])([F:10])[F:9])[CH:5]=[CH:4][N:3]=1.[CH3:12][NH:13][CH3:14]. The catalyst is CO.C(OCC)(=O)C. The product is [CH3:12][N:13]([CH3:14])[C:2]1[N:7]=[C:6]([C:8]([F:11])([F:10])[F:9])[CH:5]=[CH:4][N:3]=1. The yield is 0.00670. (6) The reactants are [F:1][C:2]1[CH:7]=[CH:6][C:5]([CH2:8][C:9]2[CH:18]=[C:17]3[C:12]([C:13]([OH:29])=[C:14]([C:24](OCC)=[O:25])[C:15](=[O:23])[N:16]3[CH2:19][CH2:20][CH2:21][OH:22])=[N:11][CH:10]=2)=[CH:4][CH:3]=1.[NH2:30][CH2:31][C@@H:32]([OH:34])[CH3:33]. No catalyst specified. The product is [F:1][C:2]1[CH:3]=[CH:4][C:5]([CH2:8][C:9]2[CH:18]=[C:17]3[C:12]([C:13]([OH:29])=[C:14]([C:24]([NH:30][CH2:31][C@@H:32]([OH:34])[CH3:33])=[O:25])[C:15](=[O:23])[N:16]3[CH2:19][CH2:20][CH2:21][OH:22])=[N:11][CH:10]=2)=[CH:6][CH:7]=1. The yield is 0.250.